This data is from Full USPTO retrosynthesis dataset with 1.9M reactions from patents (1976-2016). The task is: Predict the reactants needed to synthesize the given product. (1) Given the product [Si:1]([N:8]([CH2:12][CH2:13][CH2:14][CH3:15])[CH2:9][CH2:10][CH2:11][Si:18]([O:21][CH3:22])([O:19][CH3:20])[O:17][CH3:16])([C:4]([CH3:6])([CH3:7])[CH3:5])([CH3:2])[CH3:3], predict the reactants needed to synthesize it. The reactants are: [Si:1]([N:8]([CH2:12][CH2:13][CH2:14][CH3:15])[CH2:9][CH:10]=[CH2:11])([C:4]([CH3:7])([CH3:6])[CH3:5])([CH3:3])[CH3:2].[CH3:16][O:17][SiH:18]([O:21][CH3:22])[O:19][CH3:20]. (2) Given the product [CH2:18]([O:17][C:14]1[CH:15]=[CH:16][C:11]([C:9]2[N:8]=[C:7]([C:24]#[N:25])[C:6]3[N:26]=[C:3]([CH2:2][NH:27][C:28]4[CH:29]=[N:30][CH:31]=[CH:32][CH:33]=4)[NH:4][C:5]=3[CH:10]=2)=[CH:12][C:13]=1[C:20]([F:23])([F:22])[F:21])[CH3:19], predict the reactants needed to synthesize it. The reactants are: Cl[CH2:2][C:3]1[NH:4][C:5]2[CH:10]=[C:9]([C:11]3[CH:16]=[CH:15][C:14]([O:17][CH2:18][CH3:19])=[C:13]([C:20]([F:23])([F:22])[F:21])[CH:12]=3)[N:8]=[C:7]([C:24]#[N:25])[C:6]=2[N:26]=1.[NH2:27][C:28]1[CH:29]=[N:30][CH:31]=[CH:32][CH:33]=1. (3) Given the product [NH2:8][C:4]1[N:5]=[CH:6][N:7]=[C:2]([N:22]2[CH2:23][C@@H:18]3[CH2:24][C@H:21]2[CH2:20][N:19]3[C:25]([O:27][C:28]([CH3:31])([CH3:30])[CH3:29])=[O:26])[CH:3]=1, predict the reactants needed to synthesize it. The reactants are: Cl[C:2]1[N:7]=[CH:6][N:5]=[C:4]([NH2:8])[CH:3]=1.C(N(C(C)C)CC)(C)C.[C@H:18]12[CH2:24][C@H:21]([NH:22][CH2:23]1)[CH2:20][N:19]2[C:25]([O:27][C:28]([CH3:31])([CH3:30])[CH3:29])=[O:26]. (4) Given the product [C:20]([O:25][CH:15]([O:17][CH2:18][CH3:19])[CH3:16])(=[O:24])[C:21]([CH3:23])=[CH2:22], predict the reactants needed to synthesize it. The reactants are: C1C2NC3C(=CC=CC=3)SC=2C=CC=1.[CH:15]([O:17][CH2:18][CH3:19])=[CH2:16].[C:20]([OH:25])(=[O:24])[C:21]([CH3:23])=[CH2:22].C1(C)C=CC(S([O-])(=O)=O)=CC=1.[NH+]1C=CC=CC=1.C(=O)(O)[O-].[Na+].S([O-])([O-])(=O)=O.[Na+].[Na+]. (5) Given the product [CH3:12][C:4]1[C:5]([C:7]2[S:8][CH:9]=[CH:10][CH:11]=2)=[N:14][C:15]([S:16][CH3:18])=[N:17][CH:3]=1, predict the reactants needed to synthesize it. The reactants are: CN(C)[CH:3]=[C:4]([CH3:12])[C:5]([C:7]1[S:8][CH:9]=[CH:10][CH:11]=1)=O.[NH2:14][C:15]([NH2:17])=[S:16].[CH3:18]C(C)([O-])C.[K+].IC. (6) Given the product [CH3:18][O:17][N:16]([CH3:15])[C:11]([C:3]1[C:2]([Cl:1])=[CH:6][N:5]([CH2:7][CH:8]([F:10])[F:9])[N:4]=1)=[O:13], predict the reactants needed to synthesize it. The reactants are: [Cl:1][C:2]1[C:3]([C:11]([OH:13])=O)=[N:4][N:5]([CH2:7][CH:8]([F:10])[F:9])[CH:6]=1.Cl.[CH3:15][NH:16][O:17][CH3:18].Cl.CN(C)CCCN=C=NCC. (7) Given the product [O:19]=[C:18]1[NH:17][CH2:16][C@H:15]([CH2:12][CH2:13][NH:14][S:24]([CH3:23])(=[O:26])=[O:25])[N:14]2[C:20]([C:35]3[CH:34]=[CH:36][CH:6]=[CH:5][CH:10]=3)=[C:11]([C:7]3[CH:8]=[CH:9][CH:10]=[C:5]([O:4][C:3]([F:2])([F:21])[F:22])[CH:6]=3)[CH:12]=[C:13]12, predict the reactants needed to synthesize it. The reactants are: Cl.[F:2][C:3]([F:22])([F:21])[O:4][C:5]1[CH:6]=[C:7]([C:11]2[CH:12]=[C:13]3[C:18](=[O:19])[NH:17][CH2:16][CH2:15][N:14]3[CH:20]=2)[CH:8]=[CH:9][CH:10]=1.[CH3:23][S:24](Cl)(=[O:26])=[O:25].CCN([CH:34]([CH3:36])[CH3:35])C(C)C.C([O-])(O)=O.[Na+].